This data is from Catalyst prediction with 721,799 reactions and 888 catalyst types from USPTO. The task is: Predict which catalyst facilitates the given reaction. (1) Product: [Cl:1][C:2]1[CH:26]=[CH:25][C:24]([Cl:27])=[CH:23][C:3]=1[O:4][C:5]1[C:10]([C:11]([N:13]2[C:22]3[C:17](=[CH:18][CH:19]=[CH:20][CH:21]=3)[N:16]([CH2:38][C:39]([OH:41])=[O:40])[CH2:15][CH2:14]2)=[O:12])=[CH:9][CH:8]=[CH:7][N:6]=1. Reactant: [Cl:1][C:2]1[CH:26]=[CH:25][C:24]([Cl:27])=[CH:23][C:3]=1[O:4][C:5]1[C:10]([C:11]([N:13]2[C:22]3[C:17](=[CH:18][CH:19]=[CH:20][CH:21]=3)[NH:16][CH2:15][CH2:14]2)=[O:12])=[CH:9][CH:8]=[CH:7][N:6]=1.C(N(C(C)C)C(C)C)C.Br[CH2:38][C:39]([O:41]CC)=[O:40].[OH-].[Na+]. The catalyst class is: 3. (2) Reactant: [O:1]1[CH2:6][CH2:5][N:4]([CH2:7][C:8]2[CH:12]=[CH:11][N:10]([C:13]3[N:23]=[CH:22][CH:21]=[CH:20][C:14]=3[C:15]([O:17]CC)=[O:16])[N:9]=2)[CH2:3][CH2:2]1. Product: [O:1]1[CH2:2][CH2:3][N:4]([CH2:7][C:8]2[CH:12]=[CH:11][N:10]([C:13]3[N:23]=[CH:22][CH:21]=[CH:20][C:14]=3[C:15]([OH:17])=[O:16])[N:9]=2)[CH2:5][CH2:6]1. The catalyst class is: 24. (3) Reactant: [CH:1]1([CH:4]([C:11]2[CH:16]=[CH:15][N:14]=[C:13]([CH2:17][O:18][C:19]3[CH:20]=[N:21][C:22]([C:30]4[CH:35]=[C:34]([O:36][CH3:37])[CH:33]=[CH:32][C:31]=4[F:38])=[C:23]([CH2:25][C:26]([CH3:29])([CH3:28])[CH3:27])[CH:24]=3)[CH:12]=2)[CH2:5][C:6]([O:8]CC)=[O:7])[CH2:3][CH2:2]1.[OH-].[Na+]. Product: [CH:1]1([CH:4]([C:11]2[CH:16]=[CH:15][N:14]=[C:13]([CH2:17][O:18][C:19]3[CH:20]=[N:21][C:22]([C:30]4[CH:35]=[C:34]([O:36][CH3:37])[CH:33]=[CH:32][C:31]=4[F:38])=[C:23]([CH2:25][C:26]([CH3:29])([CH3:27])[CH3:28])[CH:24]=3)[CH:12]=2)[CH2:5][C:6]([OH:8])=[O:7])[CH2:2][CH2:3]1. The catalyst class is: 36. (4) Reactant: Cl[C:2]1[CH:7]=[C:6](Cl)[N:5]=[C:4]([C:9]2[CH:14]=[N:13][CH:12]=[C:11]([C:15]([F:18])([F:17])[F:16])[N:10]=2)[N:3]=1.[F-:19].[Cs+].Cl.[F:22][C:23]1([F:30])[CH2:28][CH2:27][CH:26]([NH2:29])[CH2:25][CH2:24]1.CC[N:33]([CH:37]([CH3:39])[CH3:38])C(C)C. Product: [F:22][C:23]1([F:30])[CH2:28][CH2:27][CH:26]([NH:29][C:2]2[CH:7]=[C:6]([NH:33][CH:37]3[CH2:38][CH2:28][C:23]([F:22])([F:19])[CH2:24][CH2:39]3)[N:5]=[C:4]([C:9]3[CH:14]=[N:13][CH:12]=[C:11]([C:15]([F:18])([F:17])[F:16])[N:10]=3)[N:3]=2)[CH2:25][CH2:24]1. The catalyst class is: 16.